This data is from Reaction yield outcomes from USPTO patents with 853,638 reactions. The task is: Predict the reaction yield, written as a fraction of the theoretical maximum amount of product (1.0 means a 100% yield; for example, 0.34 means a 34% yield). (1) The reactants are [CH3:1][O:2][C:3]1[CH:4]=[C:5]2[C:10](=[CH:11][C:12]=1[O:13][CH3:14])[N:9]=[CH:8][CH:7]=[C:6]2[O:15][C:16]1[CH:22]=[CH:21][C:19]([NH2:20])=[CH:18][CH:17]=1.Cl[C:24](Cl)([O:26]C(=O)OC(Cl)(Cl)Cl)Cl.[C:35]1([CH:41]([OH:44])[CH2:42][CH3:43])[CH:40]=[CH:39][CH:38]=[CH:37][CH:36]=1.C(=O)(O)[O-].[Na+]. The catalyst is C(Cl)Cl.C(N(CC)CC)C.C1(C)C=CC=CC=1. The product is [CH3:1][O:2][C:3]1[CH:4]=[C:5]2[C:10](=[CH:11][C:12]=1[O:13][CH3:14])[N:9]=[CH:8][CH:7]=[C:6]2[O:15][C:16]1[CH:22]=[CH:21][C:19]([NH:20][C:24](=[O:26])[O:44][CH:41]([C:35]2[CH:40]=[CH:39][CH:38]=[CH:37][CH:36]=2)[CH2:42][CH3:43])=[CH:18][CH:17]=1. The yield is 0.920. (2) The reactants are [CH3:1][C:2]1[CH:7]=[CH:6][C:5]([CH2:8][CH2:9][CH2:10][C:11](Cl)=[O:12])=[CH:4][CH:3]=1.[C:14]([O:17][CH2:18][C@@:19]([NH:29][C:30](=[O:32])[CH3:31])([CH3:28])[CH2:20][CH2:21][C:22]1[N:23]([CH3:27])[CH:24]=[CH:25][CH:26]=1)(=[O:16])[CH3:15].C([O:36][CH2:37][CH3:38])(=O)C.O. The catalyst is CN(C)C1C=CN=CC=1.C1(C)C=CC=CC=1. The product is [C:14]([O:17][CH2:18][C@@:19]([NH:29][C:30](=[O:32])[CH3:31])([CH3:28])[CH2:20][CH2:21][C:22]1[N:23]([CH3:27])[C:24]([C:11]([O:12][C:37](=[O:36])[CH2:38][CH2:9][CH2:8][C:5]2[CH:6]=[CH:7][C:2]([CH3:1])=[CH:3][CH:4]=2)=[CH:10][CH2:9][CH2:8][C:5]2[CH:6]=[CH:7][C:2]([CH3:1])=[CH:3][CH:4]=2)=[CH:25][CH:26]=1)(=[O:16])[CH3:15]. The yield is 0.470. (3) The reactants are [CH:1]([O:4][P:5]([C:11]([P:21](=[O:30])([O:26][CH:27]([CH3:29])[CH3:28])[O:22][CH:23]([CH3:25])[CH3:24])([F:20])[CH2:12][C:13]1[CH:18]=[CH:17][N:16]=[C:15](Cl)[CH:14]=1)(=[O:10])[O:6][CH:7]([CH3:9])[CH3:8])([CH3:3])[CH3:2].[NH:31]1[C:39]2[C:34](=[C:35](B(O)O)[CH:36]=[CH:37][CH:38]=2)[CH:33]=[N:32]1. The catalyst is C1C=CC([P]([Pd]([P](C2C=CC=CC=2)(C2C=CC=CC=2)C2C=CC=CC=2)([P](C2C=CC=CC=2)(C2C=CC=CC=2)C2C=CC=CC=2)[P](C2C=CC=CC=2)(C2C=CC=CC=2)C2C=CC=CC=2)(C2C=CC=CC=2)C2C=CC=CC=2)=CC=1.COCCOC. The product is [CH:1]([O:4][P:5]([C:11]([P:21](=[O:30])([O:26][CH:27]([CH3:29])[CH3:28])[O:22][CH:23]([CH3:25])[CH3:24])([F:20])[CH2:12][C:13]1[CH:18]=[CH:17][N:16]=[C:15]([C:35]2[CH:36]=[CH:37][CH:38]=[C:39]3[C:34]=2[CH:33]=[N:32][NH:31]3)[CH:14]=1)(=[O:10])[O:6][CH:7]([CH3:9])[CH3:8])([CH3:3])[CH3:2]. The yield is 0.310.